This data is from Reaction yield outcomes from USPTO patents with 853,638 reactions. The task is: Predict the reaction yield, written as a fraction of the theoretical maximum amount of product (1.0 means a 100% yield; for example, 0.34 means a 34% yield). (1) The yield is 0.760. No catalyst specified. The reactants are [F:1][C:2]1[CH:7]=[CH:6][C:5]([F:8])=[CH:4][C:3]=1[C:9]1[CH:14]=[CH:13][CH:12]=[C:11]([S:15]([NH:18][C:19]2[CH:27]=[CH:26][C:22]([C:23]([OH:25])=[O:24])=[C:21]([OH:28])[CH:20]=2)(=[O:17])=[O:16])[CH:10]=1.[CH3:29][O:30][CH:31](O)[CH3:32]. The product is [F:1][C:2]1[CH:7]=[CH:6][C:5]([F:8])=[CH:4][C:3]=1[C:9]1[CH:14]=[CH:13][CH:12]=[C:11]([S:15]([NH:18][C:19]2[CH:27]=[CH:26][C:22]([C:23]([O:25][CH2:32][CH2:31][O:30][CH3:29])=[O:24])=[C:21]([OH:28])[CH:20]=2)(=[O:17])=[O:16])[CH:10]=1. (2) The reactants are [CH3:1][C:2]1[CH:7]=[C:6]([CH3:8])[NH:5][C:4](=[O:9])[C:3]=1[CH2:10][NH:11][C:12]([C:14]1[CH:15]=[C:16]([C:30]2[CH:35]=[CH:34][C:33]([CH2:36][N:37]3[CH2:42][CH2:41][O:40][CH2:39][CH2:38]3)=[CH:32][CH:31]=2)[CH:17]=[C:18]([N:21]([CH2:28][CH3:29])[CH:22]2[CH2:27][CH2:26][S:25][CH2:24][CH2:23]2)[C:19]=1[CH3:20])=[O:13].C1C=C(Cl)C=C(C(OO)=[O:51])C=1. The catalyst is C(Cl)Cl. The product is [CH3:1][C:2]1[CH:7]=[C:6]([CH3:8])[NH:5][C:4](=[O:9])[C:3]=1[CH2:10][NH:11][C:12]([C:14]1[CH:15]=[C:16]([C:30]2[CH:35]=[CH:34][C:33]([CH2:36][N:37]3[CH2:38][CH2:39][O:40][CH2:41][CH2:42]3)=[CH:32][CH:31]=2)[CH:17]=[C:18]([N:21]([CH2:28][CH3:29])[CH:22]2[CH2:27][CH2:26][S:25](=[O:51])[CH2:24][CH2:23]2)[C:19]=1[CH3:20])=[O:13]. The yield is 0.293.